This data is from Reaction yield outcomes from USPTO patents with 853,638 reactions. The task is: Predict the reaction yield, written as a fraction of the theoretical maximum amount of product (1.0 means a 100% yield; for example, 0.34 means a 34% yield). (1) The reactants are [Cl-].CS(C)=O.[CH3:6][O:7][C:8](=[O:23])[C:9]1[CH:14]=[C:13]([O:15][CH3:16])[C:12]([O:17][CH3:18])=[C:11]([CH2:19][CH2:20][CH2:21][OH:22])[CH:10]=1.C(N(CC)CC)C. The catalyst is C(Cl)Cl.CCOC(C)=O. The product is [CH3:6][O:7][C:8](=[O:23])[C:9]1[CH:10]=[C:11]([CH2:19][CH2:20][CH:21]=[O:22])[C:12]([O:17][CH3:18])=[C:13]([O:15][CH3:16])[CH:14]=1. The yield is 0.930. (2) The reactants are CON(C)[C:4](=[O:20])[CH:5]([O:18][CH3:19])[C:6]1[CH:7]=[N:8][C:9]([N:12]2[CH2:17][CH2:16][CH2:15][CH2:14][CH2:13]2)=[CH:10][CH:11]=1.[Br:22][C:23]1[C:28]([O:29][CH3:30])=[CH:27][C:26]([C:31]2[O:32][CH:33]=[CH:34][CH:35]=2)=[CH:25][C:24]=1[O:36][CH3:37]. No catalyst specified. The product is [Br:22][C:23]1[C:24]([O:36][CH3:37])=[CH:25][C:26]([C:31]2[O:32][C:33]([C:4](=[O:20])[CH:5]([O:18][CH3:19])[C:6]3[CH:7]=[N:8][C:9]([N:12]4[CH2:13][CH2:14][CH2:15][CH2:16][CH2:17]4)=[CH:10][CH:11]=3)=[CH:34][CH:35]=2)=[CH:27][C:28]=1[O:29][CH3:30]. The yield is 0.650. (3) The reactants are [Cl:1][C:2]1[CH:3]=[CH:4][C:5]2[O:9][C:8]([CH:10]=[O:11])=[C:7]([CH3:12])[C:6]=2[CH:13]=1.[BH4-].[Na+]. The catalyst is C(O)C. The product is [Cl:1][C:2]1[CH:3]=[CH:4][C:5]2[O:9][C:8]([CH2:10][OH:11])=[C:7]([CH3:12])[C:6]=2[CH:13]=1. The yield is 0.880. (4) The reactants are [Li+].[OH-].C([O:5][C:6](=[O:19])[C:7]1[CH:12]=[CH:11][C:10]([C:13]2[CH:18]=[CH:17][CH:16]=[CH:15][CH:14]=2)=[N:9][CH:8]=1)C. The catalyst is C1COCC1.CO.O. The product is [C:13]1([C:10]2[CH:11]=[CH:12][C:7]([C:6]([OH:19])=[O:5])=[CH:8][N:9]=2)[CH:14]=[CH:15][CH:16]=[CH:17][CH:18]=1. The yield is 0.819. (5) The product is [CH3:1][S:2]([C:5]1[CH:10]=[CH:9][C:8]([C:15]2[N:20]=[N:19][C:18]([O:21][CH2:22][CH:23]3[CH2:24][CH2:25][N:26]([C:29]([O:31][C:32]([CH3:35])([CH3:34])[CH3:33])=[O:30])[CH2:27][CH2:28]3)=[CH:17][CH:16]=2)=[CH:7][CH:6]=1)(=[O:4])=[O:3]. The yield is 0.400. The catalyst is COCCOC.C1C=CC([P]([Pd]([P](C2C=CC=CC=2)(C2C=CC=CC=2)C2C=CC=CC=2)([P](C2C=CC=CC=2)(C2C=CC=CC=2)C2C=CC=CC=2)[P](C2C=CC=CC=2)(C2C=CC=CC=2)C2C=CC=CC=2)(C2C=CC=CC=2)C2C=CC=CC=2)=CC=1. The reactants are [CH3:1][S:2]([C:5]1[CH:10]=[CH:9][C:8](B(O)O)=[CH:7][CH:6]=1)(=[O:4])=[O:3].Cl[C:15]1[N:20]=[N:19][C:18]([O:21][CH2:22][CH:23]2[CH2:28][CH2:27][N:26]([C:29]([O:31][C:32]([CH3:35])([CH3:34])[CH3:33])=[O:30])[CH2:25][CH2:24]2)=[CH:17][CH:16]=1.C([O-])([O-])=O.[Na+].[Na+]. (6) No catalyst specified. The reactants are [Br:1][C:2]1[C:3]([O:21][CH3:22])=[C:4]([C:8]2[N:12]([CH2:13][O:14][CH2:15][CH2:16][Si:17]([CH3:20])([CH3:19])[CH3:18])[CH:11]=[N:10][CH:9]=2)[CH:5]=[CH:6][CH:7]=1.[Li]CCCC.CN([CH:31]=[O:32])C. The yield is 0.470. The product is [Br:1][C:2]1[C:3]([O:21][CH3:22])=[C:4]([C:8]2[N:12]([CH2:13][O:14][CH2:15][CH2:16][Si:17]([CH3:18])([CH3:20])[CH3:19])[C:11]([CH:31]=[O:32])=[N:10][CH:9]=2)[CH:5]=[CH:6][CH:7]=1. (7) The reactants are [F:1][C:2]1[C:7]([CH3:8])=[CH:6][CH:5]=[CH:4][C:3]=1[C@@:9]([NH:14]S(C(C)(C)C)=O)([CH2:11][CH:12]=[O:13])[CH3:10].Cl.[C:22]([O-:25])(O)=O.[Na+].[CH3:27]O. The catalyst is CCOC(C)=O.O.C1(C)C=CC(S(O)(=O)=O)=CC=1. The product is [F:1][C:2]1[C:7]([CH3:8])=[CH:6][CH:5]=[CH:4][C:3]=1[C@@:9]([NH2:14])([CH2:11][CH:12]([O:13][CH3:27])[O:25][CH3:22])[CH3:10]. The yield is 0.800.